The task is: Predict the reactants needed to synthesize the given product.. This data is from Full USPTO retrosynthesis dataset with 1.9M reactions from patents (1976-2016). Given the product [NH2:19][C:14]1[CH:15]=[N:16][CH:17]=[CH:18][C:13]=1[N:9]1[CH2:10][C@H:11]([CH3:12])[C@H:6]([N:35]2[CH:39]=[N:38][CH:37]=[N:36]2)[C@H:7]([NH:27][C:28](=[O:29])[O:30][C:31]([CH3:32])([CH3:33])[CH3:34])[CH2:8]1, predict the reactants needed to synthesize it. The reactants are: CS(O[C@@H:6]1[C@@H:11]([CH3:12])[CH2:10][N:9]([C:13]2[CH:18]=[CH:17][N:16]=[CH:15][C:14]=2[NH:19]C(OC(C)(C)C)=O)[CH2:8][C@H:7]1[NH:27][C:28]([O:30][C:31]([CH3:34])([CH3:33])[CH3:32])=[O:29])(=O)=O.[NH:35]1[CH:39]=[N:38][CH:37]=[N:36]1.C([O-])([O-])=O.[Cs+].[Cs+].